This data is from Full USPTO retrosynthesis dataset with 1.9M reactions from patents (1976-2016). The task is: Predict the reactants needed to synthesize the given product. (1) Given the product [CH2:29]([N:28]1[C:26](=[O:27])[CH2:25][C@H:24]([CH2:40][C:41]2[CH:46]=[CH:45][CH:44]=[CH:43][CH:42]=2)[NH:23][C:37](=[O:38])[CH2:36]1)[C:30]1[CH:35]=[CH:34][CH:33]=[CH:32][CH:31]=1, predict the reactants needed to synthesize it. The reactants are: CCN=C=NCCCN(C)C.Cl.C1C=CC2N(O)N=NC=2C=1.[NH2:23][C@@H:24]([CH2:40][C:41]1[CH:46]=[CH:45][CH:44]=[CH:43][CH:42]=1)[CH2:25][C:26]([N:28]([CH2:36][C:37](O)=[O:38])[CH2:29][C:30]1[CH:35]=[CH:34][CH:33]=[CH:32][CH:31]=1)=[O:27]. (2) Given the product [F:16][C:17]1[CH:18]=[C:19]([NH:23][C:24]([N:8]2[CH2:7][CH2:6][N:5]([C:9]([O:11][C:12]([CH3:15])([CH3:14])[CH3:13])=[O:10])[CH2:4][CH:3]2[CH2:2][OH:1])=[O:25])[CH:20]=[CH:21][CH:22]=1, predict the reactants needed to synthesize it. The reactants are: [OH:1][CH2:2][CH:3]1[NH:8][CH2:7][CH2:6][N:5]([C:9]([O:11][C:12]([CH3:15])([CH3:14])[CH3:13])=[O:10])[CH2:4]1.[F:16][C:17]1[CH:18]=[C:19]([N:23]=[C:24]=[O:25])[CH:20]=[CH:21][CH:22]=1. (3) The reactants are: FC1(F)CC1CN1CCN(C2SC(C(O)=O)=C(C)N=2)C1=O.[F:22][C:23]1[CH:44]=[CH:43][C:26]([CH2:27][N:28]2[C:32](=[O:33])[N:31]([C:34]3[S:35][C:36]([C:40]([OH:42])=O)=[C:37]([CH3:39])[N:38]=3)[CH:30]=[N:29]2)=[CH:25][CH:24]=1.[NH2:45][CH2:46][C:47]1[CH:48]=[C:49]([CH:53]=[CH:54][CH:55]=1)[N:50]([CH3:52])[CH3:51]. Given the product [CH3:51][N:50]([CH3:52])[C:49]1[CH:48]=[C:47]([CH:55]=[CH:54][CH:53]=1)[CH2:46][NH:45][C:40]([C:36]1[S:35][C:34]([N:31]2[C:32](=[O:33])[N:28]([CH2:27][C:26]3[CH:43]=[CH:44][C:23]([F:22])=[CH:24][CH:25]=3)[N:29]=[CH:30]2)=[N:38][C:37]=1[CH3:39])=[O:42], predict the reactants needed to synthesize it. (4) Given the product [ClH:10].[CH3:1][N:2]1[CH:6]=[C:5]([SH:7])[N:4]=[C:3]1[CH3:11], predict the reactants needed to synthesize it. The reactants are: [CH3:1][N:2]1[CH:6]=[C:5]([S:7]([Cl:10])(=O)=O)[N:4]=[C:3]1[CH3:11].O.O.[Sn](Cl)Cl. (5) Given the product [F:1][C:2]1[C:11]2[N:10]=[CH:9][CH:8]=[CH:7][C:6]=2[C:5]([S:13]([Cl:12])(=[O:15])=[O:14])=[CH:4][CH:3]=1, predict the reactants needed to synthesize it. The reactants are: [F:1][C:2]1[CH:3]=[CH:4][CH:5]=[C:6]2[C:11]=1[N:10]=[CH:9][CH:8]=[CH:7]2.[Cl:12][S:13](O)(=[O:15])=[O:14]. (6) Given the product [CH3:24][O:25][C:26]1[CH:31]=[CH:30][N:29]=[C:28]([CH2:32][CH2:33][C:34]2[NH:43][C:37]3=[N:38][CH:39]=[C:40]([C:2]4[CH:7]=[CH:6][C:5]([S:8]([N:11]5[CH2:17][CH2:16][CH2:15][N:14]([CH3:18])[CH2:13][CH2:12]5)(=[O:10])=[O:9])=[CH:4][CH:3]=4)[CH:41]=[C:36]3[N:35]=2)[CH:27]=1, predict the reactants needed to synthesize it. The reactants are: Br[C:2]1[CH:7]=[CH:6][C:5]([S:8]([N:11]2[CH2:17][CH2:16][CH2:15][N:14]([CH3:18])[CH2:13][CH2:12]2)(=[O:10])=[O:9])=[CH:4][CH:3]=1.C([O-])(=O)C.[K+].[CH3:24][O:25][C:26]1[CH:31]=[CH:30][N:29]=[C:28]([CH2:32][CH2:33][C:34]2[NH:43][C:37]3=[N:38][CH:39]=[C:40](I)[CH:41]=[C:36]3[N:35]=2)[CH:27]=1.C(=O)([O-])[O-].[K+].[K+].[Cl-].[Li+]. (7) The reactants are: [C:1]([O:5][C:6](=[O:28])[C:7]1[CH:12]=[CH:11][C:10]([N:13]2[C:17]([C:18]3[CH:23]=[CH:22][CH:21]=[CH:20][CH:19]=3)=[CH:16][CH:15]=[C:14]2[CH2:24][CH2:25][C:26]#[N:27])=[CH:9][CH:8]=1)([CH3:4])([CH3:3])[CH3:2].[N:29]([Si](C)(C)C)=[N+:30]=[N-:31]. Given the product [C:1]([O:5][C:6](=[O:28])[C:7]1[CH:12]=[CH:11][C:10]([N:13]2[C:14]([CH2:24][CH2:25][C:26]3[NH:31][N:30]=[N:29][N:27]=3)=[CH:15][CH:16]=[C:17]2[C:18]2[CH:19]=[CH:20][CH:21]=[CH:22][CH:23]=2)=[CH:9][CH:8]=1)([CH3:4])([CH3:2])[CH3:3], predict the reactants needed to synthesize it. (8) Given the product [CH3:21][C:15]1[CH:16]=[CH:17][CH:18]=[C:19]([O:20][CH2:6][C:1]#[CH:2])[CH:14]=1, predict the reactants needed to synthesize it. The reactants are: [C:1]1(S(OCC#C)(=O)=O)[CH:6]=CC=C[CH:2]=1.[CH:14]1[C:19]([OH:20])=[CH:18][CH:17]=[CH:16][C:15]=1[CH3:21].C(=O)([O-])[O-].[K+].[K+]. (9) Given the product [OH:24][CH:22]([CH3:23])[CH2:21][NH:20][S:16]([C:14]1[S:15][C:11]([C:5]2[CH:4]=[C:3]([CH2:1][CH3:2])[C:8](=[O:9])[NH:7][C:6]=2[CH3:10])=[CH:12][CH:13]=1)(=[O:18])=[O:17], predict the reactants needed to synthesize it. The reactants are: [CH2:1]([C:3]1[C:8](=[O:9])[NH:7][C:6]([CH3:10])=[C:5]([C:11]2[S:15][C:14]([S:16](Cl)(=[O:18])=[O:17])=[CH:13][CH:12]=2)[CH:4]=1)[CH3:2].[NH2:20][CH2:21][CH:22]([OH:24])[CH3:23].